From a dataset of Reaction yield outcomes from USPTO patents with 853,638 reactions. Predict the reaction yield, written as a fraction of the theoretical maximum amount of product (1.0 means a 100% yield; for example, 0.34 means a 34% yield). (1) The reactants are [H-].[Na+].Cl[C:4]1[CH:9]=[CH:8][N:7]=[C:6]2[O:10][C:11]3([CH:17]4[CH2:18][CH2:19][N:14]([CH2:15][CH2:16]4)[CH2:13]3)[CH2:12][C:5]=12.[C:20]1([SH:26])[CH:25]=[CH:24][CH:23]=[CH:22][CH:21]=1.CO. The catalyst is O1CCOCC1.O. The product is [C:20]1([S:26][C:4]2[CH:9]=[CH:8][N:7]=[C:6]3[O:10][C:11]4([CH:17]5[CH2:18][CH2:19][N:14]([CH2:15][CH2:16]5)[CH2:13]4)[CH2:12][C:5]=23)[CH:25]=[CH:24][CH:23]=[CH:22][CH:21]=1. The yield is 0.520. (2) The reactants are [C:1]([C:5]1[O:9][N:8]=[C:7]([NH:10][C:11]([NH:13][C:14]2[CH:19]=[CH:18][CH:17]=[C:16]([O:20][C:21]3[C:30]4[C:25](=[CH:26][C:27]([O:33][CH2:34][C@H:35]5[CH2:37][O:36]5)=[C:28]([O:31][CH3:32])[CH:29]=4)[N:24]=[CH:23][N:22]=3)[CH:15]=2)=[O:12])[CH:6]=1)([CH3:4])([CH3:3])[CH3:2].[CH3:38][N:39]1[CH2:44][CH2:43][NH:42][CH2:41][CH2:40]1. The catalyst is CN(C)C=O. The product is [C:1]([C:5]1[O:9][N:8]=[C:7]([NH:10][C:11]([NH:13][C:14]2[CH:19]=[CH:18][CH:17]=[C:16]([O:20][C:21]3[C:30]4[C:25](=[CH:26][C:27]([O:33][CH2:34][C@H:35]([OH:36])[CH2:37][N:42]5[CH2:43][CH2:44][N:39]([CH3:38])[CH2:40][CH2:41]5)=[C:28]([O:31][CH3:32])[CH:29]=4)[N:24]=[CH:23][N:22]=3)[CH:15]=2)=[O:12])[CH:6]=1)([CH3:3])([CH3:2])[CH3:4]. The yield is 0.170.